This data is from Full USPTO retrosynthesis dataset with 1.9M reactions from patents (1976-2016). The task is: Predict the reactants needed to synthesize the given product. (1) Given the product [F:25][C:23]1[CH:22]=[CH:21][C:20]([N+:26]([O-:28])=[O:27])=[C:19]([NH:1][C:2]2[CH:7]=[CH:6][CH:5]=[CH:4][CH:3]=2)[CH:24]=1, predict the reactants needed to synthesize it. The reactants are: [NH2:1][C:2]1[CH:7]=[CH:6][CH:5]=[CH:4][CH:3]=1.[Li+].C[Si]([N-][Si](C)(C)C)(C)C.F[C:19]1[CH:24]=[C:23]([F:25])[CH:22]=[CH:21][C:20]=1[N+:26]([O-:28])=[O:27]. (2) Given the product [CH3:3][C:4]1[C:10]([OH:11])=[C:9]([O:12][CH3:13])[C:8]([O:14][CH3:15])=[C:6]([OH:7])[C:5]=1[CH2:16]/[CH:17]=[C:18](/[CH2:20][CH2:21][CH:22]=[C:23]([CH3:25])[CH3:24])\[CH3:19], predict the reactants needed to synthesize it. The reactants are: [BH4-].[Na+].[CH3:3][C:4]1[C:10](=[O:11])[C:9]([O:12][CH3:13])=[C:8]([O:14][CH3:15])[C:6](=[O:7])[C:5]=1[CH2:16]/[CH:17]=[C:18](/[CH2:20][CH2:21]/[CH:22]=[C:23](/[CH2:25]C/C=C(/CC/C=C(/CC/C=C(/CC/C=C(/CC/C=C(/CC/C=C(/CC/C=C(/CCC=C(C)C)\C)\C)\C)\C)\C)\C)\C)\[CH3:24])\[CH3:19]. (3) Given the product [CH2:3]([N:10]1[C:11](=[O:21])[C:12]2[CH:17]=[CH:16][C:15]([F:18])=[C:14]([F:19])[C:13]=2[O:24][CH2:23][CH2:22]1)[C:4]1[CH:9]=[CH:8][CH:7]=[CH:6][CH:5]=1, predict the reactants needed to synthesize it. The reactants are: [H-].[Na+].[CH2:3]([N:10]([CH2:22][CH2:23][OH:24])[C:11](=[O:21])[C:12]1[CH:17]=[CH:16][C:15]([F:18])=[C:14]([F:19])[C:13]=1F)[C:4]1[CH:9]=[CH:8][CH:7]=[CH:6][CH:5]=1.O. (4) Given the product [S:22]1[CH2:23][CH2:24][N:25]=[C:21]1[NH:1][C:2]1[CH:7]=[CH:6][C:5](/[CH:8]=[CH:9]/[C:10]2[N:11]=[C:12]([NH:15][C:16](=[O:18])[CH3:17])[S:13][CH:14]=2)=[CH:4][CH:3]=1, predict the reactants needed to synthesize it. The reactants are: [NH2:1][C:2]1[CH:7]=[CH:6][C:5](/[CH:8]=[CH:9]/[C:10]2[N:11]=[C:12]([NH:15][C:16](=[O:18])[CH3:17])[S:13][CH:14]=2)=[CH:4][CH:3]=1.CS[C:21]1[S:22][CH2:23][CH2:24][N:25]=1. (5) Given the product [Cl:46][C:44]1[CH:43]=[CH:42][C:12]([O:13][C:14]2[C:19]([F:20])=[CH:18][C:17]([S:21]([N:24]([CH2:30][C:31]3[CH:36]=[CH:35][C:34]([O:37][CH3:38])=[CH:33][C:32]=3[O:39][CH3:40])[C:25]3[S:29][N:28]=[CH:27][N:26]=3)(=[O:22])=[O:23])=[C:16]([F:41])[CH:15]=2)=[C:11]([C:8]2[CH:9]=[CH:10][C:5]3[O:4][N:3]=[C:2]([N:50]([CH3:49])[CH3:47])[C:6]=3[CH:7]=2)[CH:45]=1, predict the reactants needed to synthesize it. The reactants are: N[C:2]1[C:6]2[CH:7]=[C:8]([C:11]3[CH:45]=[C:44]([Cl:46])[CH:43]=[CH:42][C:12]=3[O:13][C:14]3[C:19]([F:20])=[CH:18][C:17]([S:21]([N:24]([CH2:30][C:31]4[CH:36]=[CH:35][C:34]([O:37][CH3:38])=[CH:33][C:32]=4[O:39][CH3:40])[C:25]4[S:29][N:28]=[CH:27][N:26]=4)(=[O:23])=[O:22])=[C:16]([F:41])[CH:15]=3)[CH:9]=[CH:10][C:5]=2[O:4][N:3]=1.[CH2:47]=O.[C:49]([BH3-])#[N:50].[Na+]. (6) Given the product [CH3:1][N:2]1[C:6]2=[N:7][CH:8]=[CH:9][CH:10]=[C:5]2[CH:4]=[C:3]1[B:25]1[O:29][C:28]([CH3:31])([CH3:30])[C:27]([CH3:33])([CH3:32])[O:26]1, predict the reactants needed to synthesize it. The reactants are: [CH3:1][N:2]1[C:6]2=[N:7][CH:8]=[CH:9][CH:10]=[C:5]2[CH:4]=[CH:3]1.C1COCC1.C([Li])CCC.C(O[B:25]1[O:29][C:28]([CH3:31])([CH3:30])[C:27]([CH3:33])([CH3:32])[O:26]1)(C)C. (7) Given the product [F:26][C:23]([F:24])([F:25])[C:19]1[CH:18]=[C:17]([C:13]2[CH:12]=[C:11]([O:10][C:7]3[CH:6]=[CH:5][C:4]([NH2:1])=[N:9][CH:8]=3)[CH:16]=[CH:15][N:14]=2)[CH:22]=[CH:21][N:20]=1, predict the reactants needed to synthesize it. The reactants are: [N+:1]([C:4]1[N:9]=[CH:8][C:7]([O:10][C:11]2[CH:16]=[CH:15][N:14]=[C:13]([C:17]3[CH:22]=[CH:21][N:20]=[C:19]([C:23]([F:26])([F:25])[F:24])[CH:18]=3)[CH:12]=2)=[CH:6][CH:5]=1)([O-])=O.